Dataset: Forward reaction prediction with 1.9M reactions from USPTO patents (1976-2016). Task: Predict the product of the given reaction. (1) Given the reactants [F:1][C:2]1[CH:26]=[CH:25][CH:24]=[C:23]([F:27])[C:3]=1[C:4]([NH:6][C:7](=[O:22])[N:8]([C:10]1[CH:15]=[CH:14][C:13]([S:16][C:17]([F:20])([F:19])[F:18])=[CH:12][C:11]=1[F:21])[CH3:9])=[O:5].ClC1C=CC=C(C(OO)=[O:36])C=1, predict the reaction product. The product is: [F:1][C:2]1[CH:26]=[CH:25][CH:24]=[C:23]([F:27])[C:3]=1[C:4]([NH:6][C:7](=[O:22])[N:8]([C:10]1[CH:15]=[CH:14][C:13]([S:16]([C:17]([F:20])([F:19])[F:18])=[O:36])=[CH:12][C:11]=1[F:21])[CH3:9])=[O:5]. (2) The product is: [CH2:33]1[C:34]2=[C:43]3[C:38](=[CH:37][CH:36]=[CH:35]2)[C:39]([C:2]2[C:7]([CH:8]([CH2:13][CH2:14][CH3:15])[C:9]([O:11][CH3:12])=[O:10])=[C:6]([CH3:16])[N:5]=[C:4]([N:17]4[CH2:22][CH2:21][CH2:20][CH2:19][CH2:18]4)[N:3]=2)=[CH:40][CH:41]=[C:42]3[CH2:32]1. Given the reactants Cl[C:2]1[C:7]([CH:8]([CH2:13][CH2:14][CH3:15])[C:9]([O:11][CH3:12])=[O:10])=[C:6]([CH3:16])[N:5]=[C:4]([N:17]2[CH2:22][CH2:21][CH2:20][CH2:19][CH2:18]2)[N:3]=1.C(N(CC)C(C)C)(C)C.[CH2:32]1[C:42]2=[C:43]3[C:38](=[CH:39][CH:40]=[CH:41]2)[C:37](B2OC(C)(C)C(C)(C)O2)=[CH:36][CH:35]=[C:34]3[CH2:33]1, predict the reaction product. (3) Given the reactants Br[C:2]1[CH:3]=[C:4]([CH:8]=[CH:9][C:10]=1[Cl:11])[C:5]([OH:7])=O.C1CN([P+](ON2N=[N:36][C:31]3C=[CH:33][CH:34]=[CH:35][C:30]2=3)(N2CCCC2)N2CCCC2)CC1.F[P-](F)(F)(F)(F)F.CCN(C(C)C)C(C)C.[CH3:54][O:55][C:56]1[CH:61]=[C:60]([NH2:62])[CH:59]=[C:58]([O:63][CH3:64])[CH:57]=1, predict the reaction product. The product is: [Cl:11][C:10]1[CH:9]=[CH:8][C:4]([C:5]([NH:62][C:60]2[CH:59]=[C:58]([O:63][CH3:64])[CH:57]=[C:56]([O:55][CH3:54])[CH:61]=2)=[O:7])=[CH:3][C:2]=1[C:31]1[CH:30]=[CH:35][CH:34]=[CH:33][N:36]=1. (4) Given the reactants [OH-].[K+].C1OCCOCCOCCOCCOCCOC1.C([O:23][C:24]([C:26]1([CH2:39][CH:40]2[CH2:42][CH2:41]2)[CH2:31][CH2:30][N:29]([C:32]([O:34][C:35]([CH3:38])([CH3:37])[CH3:36])=[O:33])[CH2:28][CH2:27]1)=[O:25])C.Cl, predict the reaction product. The product is: [C:35]([O:34][C:32]([N:29]1[CH2:30][CH2:31][C:26]([CH2:39][CH:40]2[CH2:41][CH2:42]2)([C:24]([OH:25])=[O:23])[CH2:27][CH2:28]1)=[O:33])([CH3:38])([CH3:36])[CH3:37]. (5) Given the reactants [Br:1]N1C(=O)CCC1=O.[NH2:9][C:10]1[S:11][CH:12]=[C:13]([C:15](=[O:21])[C:16]([O:18][CH2:19][CH3:20])=[O:17])[N:14]=1, predict the reaction product. The product is: [NH2:9][C:10]1[S:11][C:12]([Br:1])=[C:13]([C:15](=[O:21])[C:16]([O:18][CH2:19][CH3:20])=[O:17])[N:14]=1. (6) Given the reactants [CH3:1][O:2][CH2:3][CH2:4][N:5]1[CH2:9][C@@H:8]([C:10]2[CH:15]=[CH:14][N:13]=[CH:12][CH:11]=2)[C@H:7]([NH:16]C(=O)OCC2C=CC=CC=2)[CH2:6]1.CCO.[C:30]([OH:36])([C:32]([F:35])([F:34])[F:33])=[O:31], predict the reaction product. The product is: [F:33][C:32]([F:35])([F:34])[C:30]([OH:36])=[O:31].[F:33][C:32]([F:35])([F:34])[C:30]([OH:36])=[O:31].[CH3:1][O:2][CH2:3][CH2:4][N:5]1[CH2:9][C@@H:8]([C:10]2[CH:11]=[CH:12][N:13]=[CH:14][CH:15]=2)[C@H:7]([NH2:16])[CH2:6]1. (7) The product is: [C:16]([O:20][C:21]([N:23]1[CH2:28][CH2:27][CH:26]([NH:29][S:12]([C:5]2[C:6]3[C:11](=[CH:10][CH:9]=[CH:8][CH:7]=3)[C:2]([F:1])=[CH:3][CH:4]=2)(=[O:14])=[O:13])[CH2:25][CH2:24]1)=[O:22])([CH3:19])([CH3:17])[CH3:18]. Given the reactants [F:1][C:2]1[C:11]2[C:6](=[CH:7][CH:8]=[CH:9][CH:10]=2)[C:5]([S:12](Cl)(=[O:14])=[O:13])=[CH:4][CH:3]=1.[C:16]([O:20][C:21]([N:23]1[CH2:28][CH2:27][CH:26]([NH2:29])[CH2:25][CH2:24]1)=[O:22])([CH3:19])([CH3:18])[CH3:17].C(N(CC)CC)C, predict the reaction product. (8) Given the reactants [C:1]([CH:3](O)[C:4]1[CH:9]=[CH:8][C:7]([C:10]2[NH:11][C:12]3[CH:18]=[C:17]([Cl:19])[C:16]([Cl:20])=[CH:15][C:13]=3[N:14]=2)=[CH:6][CH:5]=1)#[N:2].S(Cl)([Cl:24])=O.O, predict the reaction product. The product is: [Cl:24][CH:3]([C:1]#[N:2])[C:4]1[CH:9]=[CH:8][C:7]([C:10]2[NH:11][C:12]3[CH:18]=[C:17]([Cl:19])[C:16]([Cl:20])=[CH:15][C:13]=3[N:14]=2)=[CH:6][CH:5]=1.